The task is: Regression. Given two drug SMILES strings and cell line genomic features, predict the synergy score measuring deviation from expected non-interaction effect.. This data is from NCI-60 drug combinations with 297,098 pairs across 59 cell lines. (1) Drug 2: C1=CC(=CC=C1C#N)C(C2=CC=C(C=C2)C#N)N3C=NC=N3. Synergy scores: CSS=-7.57, Synergy_ZIP=7.52, Synergy_Bliss=-4.46, Synergy_Loewe=-13.5, Synergy_HSA=-16.3. Drug 1: CC1=C(C=C(C=C1)NC2=NC=CC(=N2)N(C)C3=CC4=NN(C(=C4C=C3)C)C)S(=O)(=O)N.Cl. Cell line: HCC-2998. (2) Drug 1: C1=CC(=CC=C1C#N)C(C2=CC=C(C=C2)C#N)N3C=NC=N3. Drug 2: CN1C(=O)N2C=NC(=C2N=N1)C(=O)N. Cell line: HCC-2998. Synergy scores: CSS=-3.24, Synergy_ZIP=-0.530, Synergy_Bliss=-5.30, Synergy_Loewe=-1.99, Synergy_HSA=-8.61. (3) Drug 1: C1CC(=O)NC(=O)C1N2CC3=C(C2=O)C=CC=C3N. Drug 2: CCN(CC)CCCC(C)NC1=C2C=C(C=CC2=NC3=C1C=CC(=C3)Cl)OC. Cell line: RPMI-8226. Synergy scores: CSS=60.7, Synergy_ZIP=5.67, Synergy_Bliss=4.17, Synergy_Loewe=2.50, Synergy_HSA=11.4. (4) Drug 1: CC1C(C(CC(O1)OC2CC(CC3=C2C(=C4C(=C3O)C(=O)C5=C(C4=O)C(=CC=C5)OC)O)(C(=O)C)O)N)O.Cl. Drug 2: CC1=C(C(CCC1)(C)C)C=CC(=CC=CC(=CC(=O)O)C)C. Cell line: OVCAR3. Synergy scores: CSS=2.12, Synergy_ZIP=-4.64, Synergy_Bliss=-0.427, Synergy_Loewe=-22.2, Synergy_HSA=-4.42. (5) Drug 1: CC1C(C(CC(O1)OC2CC(CC3=C2C(=C4C(=C3O)C(=O)C5=C(C4=O)C(=CC=C5)OC)O)(C(=O)CO)O)N)O.Cl. Drug 2: C(CN)CNCCSP(=O)(O)O. Cell line: HOP-92. Synergy scores: CSS=7.78, Synergy_ZIP=2.24, Synergy_Bliss=7.20, Synergy_Loewe=-4.63, Synergy_HSA=3.14. (6) Cell line: UACC-257. Drug 1: C1C(C(OC1N2C=NC(=NC2=O)N)CO)O. Synergy scores: CSS=16.0, Synergy_ZIP=-6.10, Synergy_Bliss=4.78, Synergy_Loewe=0.470, Synergy_HSA=0.827. Drug 2: N.N.Cl[Pt+2]Cl. (7) Drug 2: CC1C(C(CC(O1)OC2CC(CC3=C2C(=C4C(=C3O)C(=O)C5=CC=CC=C5C4=O)O)(C(=O)C)O)N)O. Drug 1: CC1C(C(=O)NC(C(=O)N2CCCC2C(=O)N(CC(=O)N(C(C(=O)O1)C(C)C)C)C)C(C)C)NC(=O)C3=C4C(=C(C=C3)C)OC5=C(C(=O)C(=C(C5=N4)C(=O)NC6C(OC(=O)C(N(C(=O)CN(C(=O)C7CCCN7C(=O)C(NC6=O)C(C)C)C)C)C(C)C)C)N)C. Synergy scores: CSS=54.8, Synergy_ZIP=18.5, Synergy_Bliss=18.1, Synergy_Loewe=15.6, Synergy_HSA=18.0. Cell line: SF-268.